This data is from NCI-60 drug combinations with 297,098 pairs across 59 cell lines. The task is: Regression. Given two drug SMILES strings and cell line genomic features, predict the synergy score measuring deviation from expected non-interaction effect. (1) Drug 1: C1=NC(=NC(=O)N1C2C(C(C(O2)CO)O)O)N. Drug 2: C1=NC2=C(N1)C(=S)N=CN2. Cell line: HL-60(TB). Synergy scores: CSS=80.5, Synergy_ZIP=-7.02, Synergy_Bliss=-2.52, Synergy_Loewe=-5.40, Synergy_HSA=0.214. (2) Drug 1: CC1=CC2C(CCC3(C2CCC3(C(=O)C)OC(=O)C)C)C4(C1=CC(=O)CC4)C. Synergy scores: CSS=8.71, Synergy_ZIP=2.64, Synergy_Bliss=5.70, Synergy_Loewe=5.92, Synergy_HSA=6.10. Cell line: UO-31. Drug 2: CC=C1C(=O)NC(C(=O)OC2CC(=O)NC(C(=O)NC(CSSCCC=C2)C(=O)N1)C(C)C)C(C)C. (3) Drug 1: CC1=C(C=C(C=C1)NC2=NC=CC(=N2)N(C)C3=CC4=NN(C(=C4C=C3)C)C)S(=O)(=O)N.Cl. Drug 2: CN(C(=O)NC(C=O)C(C(C(CO)O)O)O)N=O. Cell line: A549. Synergy scores: CSS=-10.1, Synergy_ZIP=-1.33, Synergy_Bliss=-13.6, Synergy_Loewe=-13.9, Synergy_HSA=-13.6. (4) Drug 1: CCC(=C(C1=CC=CC=C1)C2=CC=C(C=C2)OCCN(C)C)C3=CC=CC=C3.C(C(=O)O)C(CC(=O)O)(C(=O)O)O. Drug 2: B(C(CC(C)C)NC(=O)C(CC1=CC=CC=C1)NC(=O)C2=NC=CN=C2)(O)O. Cell line: NCI-H460. Synergy scores: CSS=68.0, Synergy_ZIP=1.75, Synergy_Bliss=1.53, Synergy_Loewe=-49.5, Synergy_HSA=0.889.